Dataset: Reaction yield outcomes from USPTO patents with 853,638 reactions. Task: Predict the reaction yield, written as a fraction of the theoretical maximum amount of product (1.0 means a 100% yield; for example, 0.34 means a 34% yield). (1) The reactants are [CH3:1][O:2][C:3]1[CH:4]=[C:5]([CH:11]=[CH:12][C:13](=[O:15])[CH3:14])[CH:6]=[C:7]([O:9][CH3:10])[CH:8]=1.Br[C:17]1[CH:22]=[CH:21][C:20]([O:23][CH3:24])=[C:19]([O:25][CH3:26])[CH:18]=1.CC([O-])=O.[Na+].CCOC(C)=O. The catalyst is CN(C=O)C.[Br-].C([N+](CCCC)(CCCC)CCCC)CCC.CC([O-])=O.CC([O-])=O.[Pd+2].O. The product is [CH3:24][O:23][C:20]1[CH:21]=[C:22]([C:11]([C:5]2[CH:6]=[C:7]([O:9][CH3:10])[CH:8]=[C:3]([O:2][CH3:1])[CH:4]=2)=[CH:12][C:13](=[O:15])[CH3:14])[CH:17]=[CH:18][C:19]=1[O:25][CH3:26]. The yield is 0.150. (2) The reactants are [CH2:1]([O:5][C:6]1[N:14]=[C:13]2[C:9]([N:10]=[C:11](Cl)[N:12]2[CH2:15][CH:16]2[CH2:21][CH2:20][N:19]([CH2:22][C:23]3[O:24][C:25]([C:28]([O:30][CH2:31]C)=[O:29])=[CH:26][CH:27]=3)[CH2:18][CH2:17]2)=[C:8]([NH2:34])[N:7]=1)[CH2:2][CH2:3][CH3:4].[OH-:35].[Na+].Cl. The catalyst is CO. The product is [CH2:1]([O:5][C:6]1[N:14]=[C:13]2[C:9]([NH:10][C:11](=[O:35])[N:12]2[CH2:15][CH:16]2[CH2:21][CH2:20][N:19]([CH2:22][C:23]3[O:24][C:25]([C:28]([O:30][CH3:31])=[O:29])=[CH:26][CH:27]=3)[CH2:18][CH2:17]2)=[C:8]([NH2:34])[N:7]=1)[CH2:2][CH2:3][CH3:4]. The yield is 0.770.